Predict the reactants needed to synthesize the given product. From a dataset of Full USPTO retrosynthesis dataset with 1.9M reactions from patents (1976-2016). (1) Given the product [C:1]([O:5][C:6](=[O:18])[NH:7][CH2:8][CH:9]1[CH2:14][CH2:13][CH2:12][CH:11]([C:15](=[O:17])[NH:16][C:26]2[CH:35]=[CH:34][CH:33]=[C:32]3[C:27]=2[CH:28]=[C:29]([O:36][CH3:37])[CH:30]=[N:31]3)[CH2:10]1)([CH3:4])([CH3:2])[CH3:3], predict the reactants needed to synthesize it. The reactants are: [C:1]([O:5][C:6](=[O:18])[NH:7][CH2:8][CH:9]1[CH2:14][CH2:13][CH2:12][CH:11]([C:15](=[O:17])[NH2:16])[CH2:10]1)([CH3:4])([CH3:3])[CH3:2].C(=O)([O-])[O-].[Cs+].[Cs+].Br[C:26]1[CH:35]=[CH:34][CH:33]=[C:32]2[C:27]=1[CH:28]=[C:29]([O:36][CH3:37])[CH:30]=[N:31]2. (2) Given the product [NH:33]1[C:29]2=[N:30][CH:31]=[CH:32][C:27]([C:2]#[C:1][C:3]3[N:7]4[N:8]=[C:9]([C:12]5[CH:13]=[CH:14][C:15]([C:18]([N:20]6[CH2:21][CH2:22][O:23][CH2:24][CH2:25]6)=[O:19])=[CH:16][CH:17]=5)[CH:10]=[CH:11][C:6]4=[N:5][CH:4]=3)=[C:28]2[CH:35]=[N:34]1, predict the reactants needed to synthesize it. The reactants are: [C:1]([C:3]1[N:7]2[N:8]=[C:9]([C:12]3[CH:17]=[CH:16][C:15]([C:18]([N:20]4[CH2:25][CH2:24][O:23][CH2:22][CH2:21]4)=[O:19])=[CH:14][CH:13]=3)[CH:10]=[CH:11][C:6]2=[N:5][CH:4]=1)#[CH:2].I[C:27]1[CH:32]=[CH:31][N:30]=[C:29]2[NH:33][N:34]=[CH:35][C:28]=12. (3) Given the product [C:1]([O:5][C:6]([N:8]1[CH2:9][CH2:10][CH:11]([CH2:14][CH2:15][CH2:16][C:17](=[O:19])[NH:44][C:43]2[CH:45]=[CH:46][C:47]([S:48][CH3:49])=[C:41]([F:40])[CH:42]=2)[CH2:12][CH2:13]1)=[O:7])([CH3:2])([CH3:3])[CH3:4], predict the reactants needed to synthesize it. The reactants are: [C:1]([O:5][C:6]([N:8]1[CH2:13][CH2:12][CH:11]([CH2:14][CH2:15][CH2:16][C:17]([OH:19])=O)[CH2:10][CH2:9]1)=[O:7])([CH3:4])([CH3:3])[CH3:2].CCN=C=NCCCN(C)C.CCN(C(C)C)C(C)C.[F:40][C:41]1[CH:42]=[C:43]([CH:45]=[CH:46][C:47]=1[S:48][CH3:49])[NH2:44]. (4) Given the product [Cl:7][C:8]1[CH:13]=[CH:12][C:11]([CH2:14][NH:15][C@@H:16]([C:18]2[CH:23]=[CH:22][CH:21]=[C:20]([Cl:24])[CH:19]=2)[CH3:17])=[CH:10][C:9]=1[O:25][CH2:27][CH:28]1[CH2:33][CH2:32][CH2:31][N:30]([CH3:34])[CH2:29]1, predict the reactants needed to synthesize it. The reactants are: C(=O)([O-])[O-].[Cs+].[Cs+].[Cl:7][C:8]1[CH:13]=[CH:12][C:11]([CH2:14][NH:15][C@@H:16]([C:18]2[CH:23]=[CH:22][CH:21]=[C:20]([Cl:24])[CH:19]=2)[CH3:17])=[CH:10][C:9]=1[OH:25].Cl[CH2:27][CH:28]1[CH2:33][CH2:32][CH2:31][N:30]([CH3:34])[CH2:29]1.C(O)(C(F)(F)F)=O. (5) Given the product [OH:16][CH2:15][CH2:14][CH2:13][C:8]1[NH:9][C:10]2[CH:11]=[CH:12][C:4]([N+:1]([O-:3])=[O:2])=[C:5]([C:23]([O:25][CH3:26])=[O:24])[C:6]=2[CH:7]=1, predict the reactants needed to synthesize it. The reactants are: [N+:1]([C:4]1[CH:12]=[CH:11][C:10]2[NH:9][C:8]([CH2:13][CH2:14][CH2:15][O:16]C3CCCCO3)=[CH:7][C:6]=2[C:5]=1[C:23]([O:25][CH3:26])=[O:24])([O-:3])=[O:2].